This data is from Catalyst prediction with 721,799 reactions and 888 catalyst types from USPTO. The task is: Predict which catalyst facilitates the given reaction. (1) Reactant: [CH2:1]([C:5]1[N:10]=[C:9]([CH3:11])[N:8]([C:12]2[CH:17]=[CH:16][C:15]([OH:18])=[CH:14][CH:13]=2)[C:7](=[O:19])[C:6]=1[CH2:20][C:21]1[CH:26]=[CH:25][C:24]([C:27]2[CH:32]=[CH:31][CH:30]=[CH:29][C:28]=2[C:33]2[NH:37][C:36](=[O:38])[O:35][N:34]=2)=[CH:23][CH:22]=1)[CH2:2][CH2:3][CH3:4].[Si]([O:46][CH:47]1[CH2:52][CH2:51][CH:50](O)[CH2:49][CH2:48]1)(C(C)(C)C)(C)C.C1(P(C2C=CC=CC=2)C2C=CC=CC=2)C=CC=CC=1.N(C(OC(C)C)=O)=NC(OC(C)C)=O. Product: [CH2:1]([C:5]1[N:10]=[C:9]([CH3:11])[N:8]([C:12]2[CH:17]=[CH:16][C:15]([O:18][C@H:50]3[CH2:51][CH2:52][C@H:47]([OH:46])[CH2:48][CH2:49]3)=[CH:14][CH:13]=2)[C:7](=[O:19])[C:6]=1[CH2:20][C:21]1[CH:26]=[CH:25][C:24]([C:27]2[CH:32]=[CH:31][CH:30]=[CH:29][C:28]=2[C:33]2[NH:37][C:36](=[O:38])[O:35][N:34]=2)=[CH:23][CH:22]=1)[CH2:2][CH2:3][CH3:4]. The catalyst class is: 30. (2) Reactant: [CH2:1]([NH:3][CH2:4][CH3:5])[CH3:2].[N+:6]([C:9]1[CH:14]=[C:13]([N+:15]([O-:17])=[O:16])[CH:12]=[CH:11][C:10]=1[CH2:18][C:19](Cl)=[O:20])([O-:8])=[O:7]. Product: [N+:6]([C:9]1[CH:14]=[C:13]([N+:15]([O-:17])=[O:16])[CH:12]=[CH:11][C:10]=1[CH2:18][C:19]([N:3]([CH2:4][CH3:5])[CH2:1][CH3:2])=[O:20])([O-:8])=[O:7]. The catalyst class is: 2.